Dataset: Forward reaction prediction with 1.9M reactions from USPTO patents (1976-2016). Task: Predict the product of the given reaction. (1) Given the reactants Cl[C:2]1[C:7]([N+:8]([O-:10])=[O:9])=[CH:6][N:5]=[C:4]2[CH2:11][CH2:12][CH2:13][C:3]=12.[NH:14]1[CH2:19][CH2:18][CH2:17][C@H:16]([NH:20][C:21](=[O:27])[O:22][C:23]([CH3:26])([CH3:25])[CH3:24])[CH2:15]1.C(N(CC)CC)C, predict the reaction product. The product is: [N+:8]([C:7]1[C:2]([N:14]2[CH2:19][CH2:18][CH2:17][C@H:16]([NH:20][C:21](=[O:27])[O:22][C:23]([CH3:25])([CH3:24])[CH3:26])[CH2:15]2)=[C:3]2[CH2:13][CH2:12][CH2:11][C:4]2=[N:5][CH:6]=1)([O-:10])=[O:9]. (2) Given the reactants [N:1]1[CH:6]=[CH:5][C:4](B(O)O)=[CH:3][CH:2]=1.Br[C:11]1[CH:12]=[C:13]([C:17]([NH:19][C:20]2[CH:29]=[CH:28][C:27]([Cl:30])=[CH:26][C:21]=2[C:22]([O:24][CH3:25])=[O:23])=[O:18])[CH:14]=[CH:15][CH:16]=1.C(=O)([O-])[O-].[Na+].[Na+].O, predict the reaction product. The product is: [Cl:30][C:27]1[CH:28]=[CH:29][C:20]([NH:19][C:17]([C:13]2[CH:14]=[CH:15][CH:16]=[C:11]([C:4]3[CH:5]=[CH:6][N:1]=[CH:2][CH:3]=3)[CH:12]=2)=[O:18])=[C:21]([CH:26]=1)[C:22]([O:24][CH3:25])=[O:23].